This data is from Catalyst prediction with 721,799 reactions and 888 catalyst types from USPTO. The task is: Predict which catalyst facilitates the given reaction. (1) Reactant: [OH:1][CH2:2][C:3]1[CH:8]=[CH:7][N:6]2[N:9]=[CH:10][C:11]([C:12]([O:14][CH3:15])=[O:13])=[C:5]2[CH:4]=1. Product: [CH:2]([C:3]1[CH:8]=[CH:7][N:6]2[N:9]=[CH:10][C:11]([C:12]([O:14][CH3:15])=[O:13])=[C:5]2[CH:4]=1)=[O:1]. The catalyst class is: 485. (2) Reactant: [I:1]Cl.[NH2:3][C:4]1[CH:9]=[CH:8][C:7]([CH:10]2[CH2:15][CH2:14][N:13]([C:16]([O:18][C:19]([CH3:22])([CH3:21])[CH3:20])=[O:17])[CH2:12][CH2:11]2)=[CH:6][CH:5]=1.C(=O)([O-])[O-].[Ca+2].O. Product: [NH2:3][C:4]1[CH:9]=[CH:8][C:7]([CH:10]2[CH2:11][CH2:12][N:13]([C:16]([O:18][C:19]([CH3:22])([CH3:21])[CH3:20])=[O:17])[CH2:14][CH2:15]2)=[CH:6][C:5]=1[I:1]. The catalyst class is: 5. (3) Reactant: [NH:1]1[C:10]2[CH2:9][CH2:8][CH2:7][C:6](=[O:11])[C:5]=2[CH:4]=[CH:3][C:2]1=O.P(Cl)(Cl)([Cl:15])=O.C1(C)C=CC=CC=1.C(=O)(O)[O-].[Na+]. Product: [Cl:15][C:2]1[CH:3]=[CH:4][C:5]2[C:6](=[O:11])[CH2:7][CH2:8][CH2:9][C:10]=2[N:1]=1. The catalyst class is: 10. (4) Reactant: [F:1][C:2]1[CH:3]=[CH:4][C:5]([O:28][CH3:29])=[C:6]([C:8]2[CH:13]=[CH:12][N:11]=[C:10]3[NH:14][C:15]([C:17]4[CH2:18][CH2:19][N:20]([S:23]([CH:26]=[CH2:27])(=[O:25])=[O:24])[CH2:21][CH:22]=4)=[CH:16][C:9]=23)[CH:7]=1.[NH:30]1[CH2:35][CH2:34][O:33][CH2:32][CH2:31]1. Product: [F:1][C:2]1[CH:3]=[CH:4][C:5]([O:28][CH3:29])=[C:6]([C:8]2[CH:13]=[CH:12][N:11]=[C:10]3[NH:14][C:15]([C:17]4[CH2:22][CH2:21][N:20]([S:23]([CH2:26][CH2:27][N:30]5[CH2:35][CH2:34][O:33][CH2:32][CH2:31]5)(=[O:24])=[O:25])[CH2:19][CH:18]=4)=[CH:16][C:9]=23)[CH:7]=1. The catalyst class is: 5. (5) Reactant: [C:1]([C:3]1[C:4]([C:16]2[CH:21]=[CH:20][CH:19]=[CH:18][C:17]=2[CH3:22])=[CH:5][C:6]([N:9]2[CH2:14][CH2:13][N:12]([CH3:15])[CH2:11][CH2:10]2)=[N:7][CH:8]=1)#[N:2].C1(C)C=CC=CC=1.S(=O)(=O)(O)[OH:31].[OH-].[Na+]. Product: [CH3:22][C:17]1[CH:18]=[CH:19][CH:20]=[CH:21][C:16]=1[C:4]1[CH:5]=[C:6]([N:9]2[CH2:10][CH2:11][N:12]([CH3:15])[CH2:13][CH2:14]2)[N:7]=[CH:8][C:3]=1[C:1]([NH2:2])=[O:31]. The catalyst class is: 6. (6) Reactant: [CH3:1][O:2][C:3]1[CH:8]=[C:7]([O:9][C:10]([F:13])([F:12])[F:11])[CH:6]=[CH:5][C:4]=1[C:14]1[N:19]=[C:18]2[C:20]([CH3:32])=[CH:21][N:22]([C@@H:23]([CH2:30][CH3:31])[CH2:24]OS(C)(=O)=O)[C:17]2=[CH:16][C:15]=1[CH3:33].[CH3:34][S:35]([O:37][Na])=[O:36].O. Product: [CH3:34][S:35]([CH2:24][C@@H:23]([N:22]1[C:17]2[C:18](=[N:19][C:14]([C:4]3[CH:5]=[CH:6][C:7]([O:9][C:10]([F:11])([F:12])[F:13])=[CH:8][C:3]=3[O:2][CH3:1])=[C:15]([CH3:33])[CH:16]=2)[C:20]([CH3:32])=[CH:21]1)[CH2:30][CH3:31])(=[O:37])=[O:36]. The catalyst class is: 16.